Dataset: Forward reaction prediction with 1.9M reactions from USPTO patents (1976-2016). Task: Predict the product of the given reaction. (1) Given the reactants [CH2:1]([Li])[CH2:2][CH2:3][CH3:4].O=O.Br[C:9]1[CH:14]=[CH:13][C:12]([Cl:15])=[C:11]([CH2:16][C:17]2[CH:22]=[CH:21][C:20]([O:23][CH2:24][CH3:25])=[CH:19][CH:18]=2)[CH:10]=1.CON(C)[C:29](=[O:81])[C@H:30]([O:73]CC1C=CC=CC=1)[C@@H:31]([O:65][CH2:66][C:67]1[CH:72]=[CH:71][CH:70]=[CH:69][CH:68]=1)[C@H:32]([O:57][CH2:58][C:59]1[CH:64]=[CH:63][CH:62]=[CH:61][CH:60]=1)[C:33]([OH:56])([CH2:45][O:46][CH2:47][C:48]1[CH:53]=[CH:52][C:51]([O:54][CH3:55])=[CH:50][CH:49]=1)[CH2:34][O:35][CH2:36][C:37]1[CH:42]=[CH:41][C:40]([O:43][CH3:44])=[CH:39][CH:38]=1.[Al].O1C[CH2:87][CH2:86][CH2:85]1, predict the reaction product. The product is: [CH2:1]([O:73][CH:30]1[CH:31]([O:65][CH2:66][C:67]2[CH:68]=[CH:69][CH:70]=[CH:71][CH:72]=2)[CH:32]([O:57][CH2:58][C:59]2[CH:64]=[CH:63][CH:62]=[CH:61][CH:60]=2)[C:33]([CH2:45][O:46][CH2:47][C:48]2[CH:49]=[CH:50][C:51]([O:54][CH3:55])=[CH:52][CH:53]=2)([CH2:34][O:35][CH2:36][C:37]2[CH:38]=[CH:39][C:40]([O:43][CH3:44])=[CH:41][CH:42]=2)[O:56][C:29]1([C:9]1[CH:14]=[CH:13][C:12]([Cl:15])=[C:11]([CH2:16][C:17]2[CH:22]=[CH:21][C:20]([O:23][CH2:24][CH3:25])=[CH:19][CH:18]=2)[CH:10]=1)[OH:81])[C:2]1[CH:87]=[CH:86][CH:85]=[CH:4][CH:3]=1. (2) Given the reactants O=P(Cl)(Cl)[Cl:3].[C:6]1([C:28]2[CH:33]=[CH:32][CH:31]=[CH:30][CH:29]=2)[CH:11]=[CH:10][C:9]([CH2:12][C:13]([NH:15][CH2:16][CH2:17][C:18]2[CH:23]=[CH:22][C:21]([O:24][CH3:25])=[C:20]([O:26][CH3:27])[CH:19]=2)=O)=[CH:8][CH:7]=1.[BH4-].[Na+].Cl, predict the reaction product. The product is: [ClH:3].[C:6]1([C:28]2[CH:33]=[CH:32][CH:31]=[CH:30][CH:29]=2)[CH:11]=[CH:10][C:9]([CH2:12][CH:13]2[C:23]3[C:18](=[CH:19][C:20]([O:26][CH3:27])=[C:21]([O:24][CH3:25])[CH:22]=3)[CH2:17][CH2:16][NH:15]2)=[CH:8][CH:7]=1. (3) Given the reactants [F:1][C:2]1[CH:7]=[CH:6][C:5]([C:8]2[CH:12]=[C:11]([CH2:13][N:14]3[C:22]4[C:21]([CH3:23])=[C:20]([CH3:24])[N:19]=[C:18]([N:25](CC5C=CC(OC)=CC=5)CC5C=CC(OC)=CC=5)[C:17]=4[N:16]=[C:15]3[CH3:44])[O:10][N:9]=2)=[CH:4][CH:3]=1, predict the reaction product. The product is: [F:1][C:2]1[CH:3]=[CH:4][C:5]([C:8]2[CH:12]=[C:11]([CH2:13][N:14]3[C:22]4[C:21]([CH3:23])=[C:20]([CH3:24])[N:19]=[C:18]([NH2:25])[C:17]=4[N:16]=[C:15]3[CH3:44])[O:10][N:9]=2)=[CH:6][CH:7]=1. (4) Given the reactants [F:1][C:2]1[CH:3]=[C:4]([N:15]2[CH2:19][C@H:18]([CH2:20]O)[O:17][C:16]2=[O:22])[CH:5]=[CH:6][C:7]=1[N:8]1[CH:12]=[C:11]([S:13][CH3:14])[N:10]=[N:9]1.[CH3:23][C:24]1[N:25]=[N:26][NH:27][N:28]=1.N(C(OC(C)C)=O)=NC(OC(C)C)=O.CO, predict the reaction product. The product is: [F:1][C:2]1[CH:3]=[C:4]([N:15]2[CH2:19][C@H:18]([CH2:20][N:26]3[N:27]=[N:28][C:24]([CH3:23])=[N:25]3)[O:17][C:16]2=[O:22])[CH:5]=[CH:6][C:7]=1[N:8]1[CH:12]=[C:11]([S:13][CH3:14])[N:10]=[N:9]1. (5) Given the reactants [Cl:1][C:2]1[N:7]2[N:8]=[CH:9][CH:10]=[C:6]2[N:5]=[C:4]([CH3:11])[C:3]=1[CH:12]([CH2:18][CH2:19][CH3:20])[C:13]([O:15][CH2:16][CH3:17])=[O:14].[Br:21]N1C(=O)CCC1=O, predict the reaction product. The product is: [Br:21][C:10]1[CH:9]=[N:8][N:7]2[C:2]([Cl:1])=[C:3]([CH:12]([CH2:18][CH2:19][CH3:20])[C:13]([O:15][CH2:16][CH3:17])=[O:14])[C:4]([CH3:11])=[N:5][C:6]=12. (6) Given the reactants [Br:1][CH2:2][CH2:3][CH2:4][CH2:5][CH2:6][CH2:7][CH2:8][CH2:9][CH2:10][CH2:11][CH2:12][CH2:13][CH2:14][CH2:15][CH2:16][C:17]([OH:19])=[O:18].[C:20]1(C)C=CC=CC=1.COC(OC)OC, predict the reaction product. The product is: [CH3:20][O:18][C:17](=[O:19])[CH2:16][CH2:15][CH2:14][CH2:13][CH2:12][CH2:11][CH2:10][CH2:9][CH2:8][CH2:7][CH2:6][CH2:5][CH2:4][CH2:3][CH2:2][Br:1]. (7) Given the reactants [F:1][C:2]([F:24])([F:23])[C:3]1[CH:22]=[CH:21][CH:20]=[CH:19][C:4]=1[O:5][CH:6]1[CH2:11][CH2:10][N:9](C(OC(C)(C)C)=O)[CH2:8][CH2:7]1.FC(F)(F)C(O)=O, predict the reaction product. The product is: [F:24][C:2]([F:1])([F:23])[C:3]1[CH:22]=[CH:21][CH:20]=[CH:19][C:4]=1[O:5][CH:6]1[CH2:11][CH2:10][NH:9][CH2:8][CH2:7]1.